From a dataset of Reaction yield outcomes from USPTO patents with 853,638 reactions. Predict the reaction yield, written as a fraction of the theoretical maximum amount of product (1.0 means a 100% yield; for example, 0.34 means a 34% yield). (1) The reactants are Cl[C:2]1[N:7]=[C:6]([C:8]2[S:12][C:11]([CH:13]3[CH2:16][CH2:15][CH2:14]3)=[N:10][C:9]=2[C:17]2[CH:18]=[CH:19][C:20]([F:35])=[C:21]([NH:23][S:24]([C:27]3[CH:32]=[C:31]([F:33])[CH:30]=[CH:29][C:28]=3[F:34])(=[O:26])=[O:25])[CH:22]=2)[CH:5]=[CH:4][N:3]=1.[CH3:36][S:37]([N:40]1[CH2:45][CH2:44][CH:43]([NH2:46])[CH2:42][CH2:41]1)(=[O:39])=[O:38]. The catalyst is C1COCC1. The product is [CH:13]1([C:11]2[S:12][C:8]([C:6]3[CH:5]=[CH:4][N:3]=[C:2]([NH:46][CH:43]4[CH2:44][CH2:45][N:40]([S:37]([CH3:36])(=[O:39])=[O:38])[CH2:41][CH2:42]4)[N:7]=3)=[C:9]([C:17]3[CH:18]=[CH:19][C:20]([F:35])=[C:21]([NH:23][S:24]([C:27]4[CH:32]=[C:31]([F:33])[CH:30]=[CH:29][C:28]=4[F:34])(=[O:26])=[O:25])[CH:22]=3)[N:10]=2)[CH2:16][CH2:15][CH2:14]1. The yield is 0.980. (2) The reactants are [Cl:1][C:2]1[N:3]=[C:4](Cl)[C:5]2[CH2:10][CH2:9][CH:8]([C:11]3[CH:16]=[CH:15][C:14]([F:17])=[CH:13][CH:12]=3)[C:6]=2[N:7]=1.CC[N:21]([CH:25]([CH3:27])[CH3:26])C(C)C.[CH2:28]1COC[CH2:29]1. No catalyst specified. The product is [Cl:1][C:2]1[N:3]=[C:4]([NH:21][C@@H:25]([CH:26]2[CH2:29][CH2:28]2)[CH3:27])[C:5]2[CH2:10][CH2:9][CH:8]([C:11]3[CH:16]=[CH:15][C:14]([F:17])=[CH:13][CH:12]=3)[C:6]=2[N:7]=1. The yield is 0.631. (3) The reactants are [N:1]([CH2:4][C:5](=[O:20])[C:6]([C:9]1[CH:14]=[CH:13][C:12]([S:15]([NH2:18])(=[O:17])=[O:16])=[C:11]([Cl:19])[CH:10]=1)([CH3:8])[CH3:7])=[N+]=[N-]. The catalyst is CCO.Cl.O=[Pt]=O. The product is [ClH:19].[NH2:1][CH2:4][C:5](=[O:20])[C:6]([C:9]1[CH:14]=[CH:13][C:12]([S:15]([NH2:18])(=[O:17])=[O:16])=[C:11]([Cl:19])[CH:10]=1)([CH3:8])[CH3:7]. The yield is 0.940.